Dataset: Catalyst prediction with 721,799 reactions and 888 catalyst types from USPTO. Task: Predict which catalyst facilitates the given reaction. (1) Reactant: [CH3:1][C:2]1([CH3:10])[O:7][CH:6]([CH2:8][OH:9])[CH2:5][O:4][CH2:3]1.[CH3:11][S:12](Cl)(=[O:14])=[O:13]. Product: [CH3:11][S:12]([O:9][CH2:8][CH:6]1[CH2:5][O:4][CH2:3][C:2]([CH3:10])([CH3:1])[O:7]1)(=[O:14])=[O:13]. The catalyst class is: 2. (2) Reactant: [Cl:1][C:2]1[C:3]([C:9](=[N:19][O:20][CH2:21][C:22]([F:25])([F:24])[F:23])[CH2:10][NH:11]C(=O)OC(C)(C)C)=[N:4][CH:5]=[C:6]([Cl:8])[CH:7]=1.Cl. Product: [ClH:1].[F:24][C:22]([F:23])([F:25])[CH2:21][O:20][N:19]=[C:9]([C:3]1[C:2]([Cl:1])=[CH:7][C:6]([Cl:8])=[CH:5][N:4]=1)[CH2:10][NH2:11]. The catalyst class is: 12. (3) Reactant: ClC1C=CC=C(C(OO)=[O:9])C=1.C(Cl)(Cl)Cl.[CH:16]1[C:25]2[CH2:24][CH2:23][CH:22]=[CH:21][C:20]=2[CH:19]=[CH:18][C:17]=1[NH:26][C:27](=[O:29])[CH3:28].C1(C)C=CC(S(O)(=O)=O)=CC=1. Product: [C:27]([NH:26][C:17]1[CH:16]=[C:25]2[C:20](=[CH:19][CH:18]=1)[CH2:21][C:22](=[O:9])[CH2:23][CH2:24]2)(=[O:29])[CH3:28]. The catalyst class is: 133. (4) Reactant: [CH3:1][N:2]1[C:6]([NH2:7])=[C:5]([C:8]([F:11])([F:10])[F:9])[C:4]([C:12]([F:18])([F:17])[C:13]([F:16])([F:15])[F:14])=[N:3]1.C(=O)([O-])[O-].[Cs+].[Cs+].Cl[C:26]1[N:31]=[C:30]([CH3:32])[C:29]([N+:33]([O-:35])=[O:34])=[CH:28][CH:27]=1. Product: [CH3:32][C:30]1[N:31]=[C:26]([NH:7][C:6]2[N:2]([CH3:1])[N:3]=[C:4]([C:12]([F:17])([F:18])[C:13]([F:15])([F:14])[F:16])[C:5]=2[C:8]([F:10])([F:9])[F:11])[CH:27]=[CH:28][C:29]=1[N+:33]([O-:35])=[O:34]. The catalyst class is: 10. (5) The catalyst class is: 3. Product: [CH:1]([C:4]1[CH:5]=[C:6]([CH:9]=[CH:10][CH:11]=1)[CH2:7][N:15]1[CH:16]=[CH:17][CH:18]=[C:19]([C:20]([O:22][CH2:23][CH3:24])=[O:21])[C:14]1=[O:13])([CH3:3])[CH3:2]. Reactant: [CH:1]([C:4]1[CH:5]=[C:6]([CH:9]=[CH:10][CH:11]=1)[CH2:7]Br)([CH3:3])[CH3:2].Cl.[O:13]=[C:14]1[C:19]([C:20]([O:22][CH2:23][CH3:24])=[O:21])=[CH:18][CH:17]=[CH:16][NH:15]1.[H-].[Na+]. (6) Reactant: [O:1]1[CH2:6][CH2:5][CH:4]([CH2:7][CH2:8][N:9]2[CH2:14][CH2:13][C:12](=O)[CH2:11][CH2:10]2)[O:3][CH2:2]1.[F:16][C:17]1[CH:24]=[CH:23][C:20]([CH2:21][NH2:22])=[CH:19][CH:18]=1.C(O)(=O)C.C([BH3-])#N.[Na+]. Product: [O:1]1[CH2:6][CH2:5][CH:4]([CH2:7][CH2:8][N:9]2[CH2:14][CH2:13][CH:12]([NH:22][CH2:21][C:20]3[CH:23]=[CH:24][C:17]([F:16])=[CH:18][CH:19]=3)[CH2:11][CH2:10]2)[O:3][CH2:2]1. The catalyst class is: 5. (7) Reactant: [CH:1]1[C:9]2[C:8]3[CH:10]=[CH:11][CH:12]=[CH:13][C:7]=3[S:6][C:5]=2[CH:4]=[CH:3][CH:2]=1.C([Li:18])CCC.CCCCCC. Product: [CH:1]1[C:9]2[C:8]3[CH:10]=[CH:11][CH:12]=[CH:13][C:7]=3[S:6][C:5]=2[C:4]([Li:18])=[CH:3][CH:2]=1. The catalyst class is: 28.